This data is from Peptide-MHC class II binding affinity with 134,281 pairs from IEDB. The task is: Regression. Given a peptide amino acid sequence and an MHC pseudo amino acid sequence, predict their binding affinity value. This is MHC class II binding data. (1) The peptide sequence is KKIGESSSSSVTEGERT. The MHC is HLA-DQA10201-DQB10301 with pseudo-sequence HLA-DQA10201-DQB10301. The binding affinity (normalized) is 0.605. (2) The peptide sequence is GAFLVRNGKKLIPSW. The MHC is HLA-DQA10501-DQB10302 with pseudo-sequence HLA-DQA10501-DQB10302. The binding affinity (normalized) is 0.310. (3) The peptide sequence is HGQLGGLHLMIGLAK. The MHC is DRB5_0101 with pseudo-sequence DRB5_0101. The binding affinity (normalized) is 0.704. (4) The peptide sequence is NKHNRLYMEARPLEE. The binding affinity (normalized) is 0.285. The MHC is DRB1_0401 with pseudo-sequence DRB1_0401. (5) The peptide sequence is NSLLTSPLSINTRMT. The MHC is HLA-DPA10301-DPB10402 with pseudo-sequence HLA-DPA10301-DPB10402. The binding affinity (normalized) is 0.826. (6) The peptide sequence is TTEEQKLIEDINVGF. The MHC is DRB4_0101 with pseudo-sequence DRB4_0103. The binding affinity (normalized) is 0.397. (7) The peptide sequence is KNIPQPVRALLEGFL. The MHC is DRB3_0101 with pseudo-sequence DRB3_0101. The binding affinity (normalized) is 0.122. (8) The peptide sequence is GELQIVDKIDAAFKN. The MHC is DRB4_0101 with pseudo-sequence DRB4_0103. The binding affinity (normalized) is 0.716. (9) The binding affinity (normalized) is 0.216. The peptide sequence is LLGLLAPLASAQLSR. The MHC is HLA-DPA10201-DPB10101 with pseudo-sequence HLA-DPA10201-DPB10101. (10) The peptide sequence is WLGARYLEFEALGFLNE. The binding affinity (normalized) is 0.285. The MHC is DRB1_0802 with pseudo-sequence DRB1_0802.